This data is from Reaction yield outcomes from USPTO patents with 853,638 reactions. The task is: Predict the reaction yield, written as a fraction of the theoretical maximum amount of product (1.0 means a 100% yield; for example, 0.34 means a 34% yield). (1) The reactants are [F:1][C:2]1[C:15]([F:16])=[CH:14][CH:13]=[CH:12][C:3]=1[O:4][C:5]1[CH:11]=[CH:10][C:8](N)=[CH:7][CH:6]=1.Cl.N([O-])=O.[Na+].NC(N)=O.[Na+].[I-:27]. The catalyst is O. The product is [F:16][C:15]1[CH:14]=[CH:13][CH:12]=[C:3]([O:4][C:5]2[CH:11]=[CH:10][C:8]([I:27])=[CH:7][CH:6]=2)[C:2]=1[F:1]. The yield is 0.790. (2) The reactants are [CH3:1][C:2]1[CH:14]=[CH:13][CH:12]=[CH:11][C:3]=1[CH2:4][N:5]1[CH2:9][CH2:8][CH2:7][C:6]1=[O:10].C([N-]C(C)C)(C)C.[Li+].Cl[CH2:24][C:25]1[C:30]([Cl:31])=[CH:29][CH:28]=[CH:27][C:26]=1[Cl:32].[Cl-].[NH4+]. The product is [Cl:31][C:30]1[CH:29]=[CH:28][CH:27]=[C:26]([Cl:32])[C:25]=1[CH2:24][CH:7]1[CH2:8][CH2:9][N:5]([CH2:4][C:3]2[CH:11]=[CH:12][CH:13]=[CH:14][C:2]=2[CH3:1])[C:6]1=[O:10]. The catalyst is O1CCCC1. The yield is 0.800. (3) The reactants are [OH:1][C:2]1[C:3]([C:17]([NH:19][CH2:20][C:21]([O:23]CC)=[O:22])=[O:18])=[C:4]2[C:9](=[CH:10][C:11]=1[C:12]1[CH:16]=[CH:15][S:14][CH:13]=1)[N:8]=[CH:7][CH:6]=[N:5]2.[OH-].[Na+]. The catalyst is C(O)C. The product is [OH:1][C:2]1[C:3]([C:17]([NH:19][CH2:20][C:21]([OH:23])=[O:22])=[O:18])=[C:4]2[C:9](=[CH:10][C:11]=1[C:12]1[CH:16]=[CH:15][S:14][CH:13]=1)[N:8]=[CH:7][CH:6]=[N:5]2. The yield is 0.588. (4) The reactants are [CH2:1]([N:3]1[C:7]([C:8]2[CH:9]=[C:10]([C:14]([O:16][CH3:17])=[O:15])[O:11][C:12]=2[CH3:13])=[CH:6][CH:5]=[N:4]1)[CH3:2].C1C(=O)N([Cl:25])C(=O)C1. The catalyst is C1COCC1. The product is [Cl:25][C:6]1[CH:5]=[N:4][N:3]([CH2:1][CH3:2])[C:7]=1[C:8]1[CH:9]=[C:10]([C:14]([O:16][CH3:17])=[O:15])[O:11][C:12]=1[CH3:13]. The yield is 0.890. (5) The reactants are [O:1]=[C:2]1[NH:11][C:10]2[N:9]=[C:8]([O:12][CH2:13][CH2:14][CH2:15][CH:16]=O)[CH:7]=[CH:6][C:5]=2[CH:4]=[CH:3]1.Cl.Cl.[O:20]1[C:29]2[C:24](=[CH:25][CH:26]=[CH:27][C:28]=2[N:30]2[CH2:35][CH2:34][NH:33][CH2:32][CH2:31]2)[CH2:23][CH2:22][CH2:21]1.CCN(CC)CC.[BH-](OC(C)=O)(OC(C)=O)OC(C)=O.[Na+]. The catalyst is ClCCCl.CN(C=O)C. The product is [O:20]1[C:29]2[C:24](=[CH:25][CH:26]=[CH:27][C:28]=2[N:30]2[CH2:35][CH2:34][N:33]([CH2:16][CH2:15][CH2:14][CH2:13][O:12][C:8]3[N:9]=[C:10]4[C:5]([CH:4]=[CH:3][C:2](=[O:1])[NH:11]4)=[CH:6][CH:7]=3)[CH2:32][CH2:31]2)[CH2:23][CH2:22][CH2:21]1. The yield is 0.650. (6) The reactants are [C:1]([O:5][C:6]([N:8]1[CH2:12][CH2:11][C@:10]([F:16])([C:13]([OH:15])=[O:14])[CH2:9]1)=[O:7])([CH3:4])([CH3:3])[CH3:2].[OH-].[Li+:18].O1CCCC1. The catalyst is CO.O. The product is [C:1]([O:5][C:6]([N:8]1[CH2:12][CH2:11][C@:10]([F:16])([C:13]([O-:15])=[O:14])[CH2:9]1)=[O:7])([CH3:4])([CH3:2])[CH3:3].[Li+:18]. The yield is 1.00. (7) The reactants are [Cl:1][C:2]1[CH:7]=[CH:6][C:5]([S:8]([CH2:11][C:12]2[CH:17]=[C:16]([F:18])[CH:15]=[CH:14][C:13]=2[F:19])(=[O:10])=[O:9])=[CH:4][CH:3]=1.[N:20]1[CH:25]=[CH:24][CH:23]=[C:22]([CH2:26]O)[CH:21]=1.C(C=P(CCCC)(CCCC)CCCC)#N.CCCCCC. The catalyst is C1(C)C=CC=CC=1.C(OCC)(=O)C.CCCCCC. The product is [Cl:1][C:2]1[CH:7]=[CH:6][C:5]([S:8]([CH:11]([C:12]2[CH:17]=[C:16]([F:18])[CH:15]=[CH:14][C:13]=2[F:19])[CH2:26][C:22]2[CH:21]=[N:20][CH:25]=[CH:24][CH:23]=2)(=[O:10])=[O:9])=[CH:4][CH:3]=1. The yield is 0.580.